Dataset: Forward reaction prediction with 1.9M reactions from USPTO patents (1976-2016). Task: Predict the product of the given reaction. (1) Given the reactants [CH3:1][O:2][C:3]([N:5]1[C@@H:13]2[C@@H:8]([C@@:9]([OH:23])([C:14]#[C:15][C:16]3[CH:17]=[C:18]([CH3:22])[CH:19]=[CH:20][CH:21]=3)[CH2:10][CH2:11][CH2:12]2)[CH2:7][CH2:6]1)=[O:4].[CH:24]([NH:27][C:28]([CH2:30][CH2:31][CH2:32][C:33](O)=[O:34])=[O:29])([CH3:26])[CH3:25], predict the reaction product. The product is: [CH:24]([NH:27][C:28](=[O:29])[CH2:30][CH2:31][CH2:32][C:33]([O:23][C@@:9]1([C:14]#[C:15][C:16]2[CH:17]=[C:18]([CH3:22])[CH:19]=[CH:20][CH:21]=2)[CH2:10][CH2:11][CH2:12][C@@H:13]2[C@H:8]1[CH2:7][CH2:6][N:5]2[C:3]([O:2][CH3:1])=[O:4])=[O:34])([CH3:26])[CH3:25]. (2) Given the reactants [CH2:1]([NH:3][CH2:4][CH2:5][OH:6])[CH3:2].[N+:7]([O-:10])([OH:9])=[O:8].CC(OC(C)=O)=O, predict the reaction product. The product is: [N+:7]([O-:10])([O-:9])=[O:8].[CH2:1]([NH2+:3][CH2:4][CH2:5][O:6][N+:7]([O-:9])=[O:8])[CH3:2].